Dataset: Full USPTO retrosynthesis dataset with 1.9M reactions from patents (1976-2016). Task: Predict the reactants needed to synthesize the given product. (1) Given the product [Br:8][C:5]1[CH:6]=[CH:7][C:2]([NH:12][CH:13]([CH2:16][OH:17])[CH2:14][OH:15])=[C:3]([N+:9]([O-:11])=[O:10])[CH:4]=1, predict the reactants needed to synthesize it. The reactants are: Br[C:2]1[CH:7]=[CH:6][C:5]([Br:8])=[CH:4][C:3]=1[N+:9]([O-:11])=[O:10].[NH2:12][CH:13]([CH2:16][OH:17])[CH2:14][OH:15].C(N(CC)C(C)C)(C)C.Cl. (2) Given the product [C:28]([O:32][C:33]([N:18]1[C:19]2[C:24](=[CH:23][CH:22]=[C:21]([Cl:25])[CH:20]=2)/[C:16](=[CH:15]/[C:9]2[CH:10]=[C:11]([Cl:14])[CH:12]=[CH:13][C:8]=2[O:7][C:4]([C:3]([O:2][CH3:1])=[O:27])([CH3:6])[CH3:5])/[C:17]1=[O:26])=[O:34])([CH3:31])([CH3:30])[CH3:29], predict the reactants needed to synthesize it. The reactants are: [CH3:1][O:2][C:3](=[O:27])[C:4]([O:7][C:8]1[CH:13]=[CH:12][C:11]([Cl:14])=[CH:10][C:9]=1/[CH:15]=[C:16]1\[C:17](=[O:26])[NH:18][C:19]2[C:24]\1=[CH:23][CH:22]=[C:21]([Cl:25])[CH:20]=2)([CH3:6])[CH3:5].[C:28]([O:32][C:33](O[C:33]([O:32][C:28]([CH3:31])([CH3:30])[CH3:29])=[O:34])=[O:34])([CH3:31])([CH3:30])[CH3:29]. (3) Given the product [CH3:32][C:33]1[CH:47]=[CH:46][C:36]([O:37][C:38]2[CH:45]=[CH:44][C:41]([CH2:42][NH:43][C:4](=[O:6])[C:3]3[CH:7]=[CH:8][CH:9]=[N:10][C:2]=3[NH2:1])=[CH:40][CH:39]=2)=[CH:35][CH:34]=1, predict the reactants needed to synthesize it. The reactants are: [NH2:1][C:2]1[N:10]=[CH:9][CH:8]=[CH:7][C:3]=1[C:4]([OH:6])=O.ON1C2C=CC=CC=2N=N1.CCN=C=NCCCN(C)C.[CH3:32][C:33]1[CH:47]=[CH:46][C:36]([O:37][C:38]2[CH:45]=[CH:44][C:41]([CH2:42][NH2:43])=[CH:40][CH:39]=2)=[CH:35][CH:34]=1. (4) Given the product [NH2:7][C:8]1[C:13]([CH2:14][OH:15])=[CH:12][CH:11]=[CH:10][N:9]=1, predict the reactants needed to synthesize it. The reactants are: [H-].[Al+3].[Li+].[H-].[H-].[H-].[NH2:7][C:8]1[C:13]([C:14](O)=[O:15])=[CH:12][CH:11]=[CH:10][N:9]=1.O.[OH-].[Na+].